Dataset: Full USPTO retrosynthesis dataset with 1.9M reactions from patents (1976-2016). Task: Predict the reactants needed to synthesize the given product. (1) Given the product [N:1]1[CH:6]=[CH:5][N:4]=[CH:3][C:2]=1[NH:7][C:8](=[O:10])[CH3:9], predict the reactants needed to synthesize it. The reactants are: [N:1]1[CH:6]=[CH:5][N:4]=[CH:3][C:2]=1[NH2:7].[C:8](OC(=O)C)(=[O:10])[CH3:9]. (2) The reactants are: [Cl:1][C:2]1[CH:7]=[CH:6][C:5]([C:8]2[N:9]=[C:10]([CH2:26]O)[C:11]([C:21]([O:23][CH2:24][CH3:25])=[O:22])=[N:12][C:13]=2[C:14]2[CH:19]=[CH:18][C:17]([Cl:20])=[CH:16][CH:15]=2)=[CH:4][CH:3]=1.[CH:28]1([C:31]2[N:32]=[N:33][NH:34][N:35]=2)[CH2:30][CH2:29]1.C1(P(C2C=CC=CC=2)C2C=CC=CC=2)C=CC=CC=1.N(C(OCC)=O)=NC(OCC)=O. Given the product [Cl:1][C:2]1[CH:7]=[CH:6][C:5]([C:8]2[N:9]=[C:10]([CH2:26][N:33]3[N:34]=[N:35][C:31]([CH:28]4[CH2:30][CH2:29]4)=[N:32]3)[C:11]([C:21]([O:23][CH2:24][CH3:25])=[O:22])=[N:12][C:13]=2[C:14]2[CH:15]=[CH:16][C:17]([Cl:20])=[CH:18][CH:19]=2)=[CH:4][CH:3]=1, predict the reactants needed to synthesize it. (3) Given the product [C:1]([C:5]1[CH:6]=[C:7]([CH:11]=[C:12]([S:16]([CH3:19])(=[O:18])=[O:17])[C:13]=1[O:14][CH3:15])[C:8]([Cl:29])=[O:9])([CH3:4])([CH3:3])[CH3:2], predict the reactants needed to synthesize it. The reactants are: [C:1]([C:5]1[CH:6]=[C:7]([CH:11]=[C:12]([S:16]([CH3:19])(=[O:18])=[O:17])[C:13]=1[O:14][CH3:15])[C:8](O)=[O:9])([CH3:4])([CH3:3])[CH3:2].C1(C)C=CC=CC=1.S(Cl)([Cl:29])=O. (4) The reactants are: [CH2:1]([O:3][C:4]([N:6]1[C:14]2[C:9](=[CH:10][C:11]([Cl:15])=[CH:12][CH:13]=2)[CH:8]=[C:7]1[O:16]C(OCC)=O)=[O:5])[CH3:2].Cl. Given the product [CH2:1]([O:3][C:4]([N:6]1[C:14]2[C:9](=[CH:10][C:11]([Cl:15])=[CH:12][CH:13]=2)[CH:8]([C:4]([O:3][CH2:1][CH3:2])=[O:5])[C:7]1=[O:16])=[O:5])[CH3:2], predict the reactants needed to synthesize it. (5) The reactants are: C(OCCC[N:9]([C:26]1[CH:31]=[CH:30][C:29]([N+:32]([O-:34])=[O:33])=[CH:28][C:27]=1OC)[S:10]([C:13]1[CH:14]=[C:15]([C:19]2[CH:24]=[CH:23][C:22]([F:25])=[CH:21][CH:20]=2)[CH:16]=[CH:17][CH:18]=1)(=[O:12])=[O:11])(C)(C)C.[H-].[Na+].Br[CH2:40][C:41]([O:43][CH2:44][CH3:45])=[O:42]. Given the product [CH2:44]([O:43][C:41](=[O:42])[CH2:40][N:9]([S:10]([C:13]1[CH:14]=[C:15]([C:19]2[CH:24]=[CH:23][C:22]([F:25])=[CH:21][CH:20]=2)[CH:16]=[CH:17][CH:18]=1)(=[O:11])=[O:12])[C:26]1[CH:27]=[CH:28][C:29]([N+:32]([O-:34])=[O:33])=[CH:30][CH:31]=1)[CH3:45], predict the reactants needed to synthesize it. (6) Given the product [F:29][CH:27]([F:28])[O:26][C:24]1[CH:23]=[CH:22][N:21]=[C:20]([CH2:19][N:15]2[CH:11]([C:4]3[C:5]([O:9][CH3:10])=[CH:6][CH:7]=[CH:8][C:3]=3[O:2][CH3:1])[CH2:12][CH:13]([CH3:17])[C:14]2=[O:16])[CH:25]=1, predict the reactants needed to synthesize it. The reactants are: [CH3:1][O:2][C:3]1[CH:8]=[CH:7][CH:6]=[C:5]([O:9][CH3:10])[C:4]=1[CH:11]1[NH:15][C:14](=[O:16])[CH:13]([CH3:17])[CH2:12]1.Br[CH2:19][C:20]1[CH:25]=[C:24]([O:26][CH:27]([F:29])[F:28])[CH:23]=[CH:22][N:21]=1.